Dataset: Peptide-MHC class II binding affinity with 134,281 pairs from IEDB. Task: Regression. Given a peptide amino acid sequence and an MHC pseudo amino acid sequence, predict their binding affinity value. This is MHC class II binding data. (1) The peptide sequence is GKGTLDGQGKAVWGK. The MHC is HLA-DQA10101-DQB10501 with pseudo-sequence HLA-DQA10101-DQB10501. The binding affinity (normalized) is 0. (2) The MHC is DRB1_0401 with pseudo-sequence DRB1_0401. The peptide sequence is IKYEVAIFVHGPTTVESH. The binding affinity (normalized) is 0.174. (3) The peptide sequence is SMPFLRKTRWTFLLS. The MHC is HLA-DQA10501-DQB10303 with pseudo-sequence HLA-DQA10501-DQB10303. The binding affinity (normalized) is 0. (4) The peptide sequence is GVDNFCVKVLAPYMP. The MHC is HLA-DQA10501-DQB10402 with pseudo-sequence HLA-DQA10501-DQB10402. The binding affinity (normalized) is 0.554. (5) The peptide sequence is EKKYFAATQFEPSAA. The MHC is HLA-DPA10103-DPB10601 with pseudo-sequence HLA-DPA10103-DPB10601. The binding affinity (normalized) is 0.793. (6) The peptide sequence is KWCFEGPEEHEILND. The MHC is HLA-DQA10102-DQB10501 with pseudo-sequence HLA-DQA10102-DQB10501. The binding affinity (normalized) is 0. (7) The peptide sequence is CAKSMSLFEVDQTKI. The MHC is DRB1_0101 with pseudo-sequence DRB1_0101. The binding affinity (normalized) is 0.126. (8) The peptide sequence is WMGINARDRSIALTF. The MHC is DRB1_0401 with pseudo-sequence DRB1_0401. The binding affinity (normalized) is 0.622.